From a dataset of Reaction yield outcomes from USPTO patents with 853,638 reactions. Predict the reaction yield, written as a fraction of the theoretical maximum amount of product (1.0 means a 100% yield; for example, 0.34 means a 34% yield). The reactants are [CH3:1][C:2]([C:4]1[CH:9]=[CH:8][C:7]([OH:10])=[C:6]([O:11][CH3:12])[CH:5]=1)=[O:3].[CH2:13](Br)[C:14]1[CH:19]=[CH:18][CH:17]=[CH:16][CH:15]=1.C(=O)([O-])[O-].[K+].[K+]. The catalyst is CN(C=O)C. The product is [CH2:13]([O:10][C:7]1[CH:8]=[CH:9][C:4]([C:2](=[O:3])[CH3:1])=[CH:5][C:6]=1[O:11][CH3:12])[C:14]1[CH:19]=[CH:18][CH:17]=[CH:16][CH:15]=1. The yield is 0.990.